This data is from Reaction yield outcomes from USPTO patents with 853,638 reactions. The task is: Predict the reaction yield, written as a fraction of the theoretical maximum amount of product (1.0 means a 100% yield; for example, 0.34 means a 34% yield). (1) The reactants are [CH3:1][CH:2]1[C:11]2[C:6](=[CH:7][CH:8]=[CH:9][CH:10]=2)[CH2:5][CH2:4][C:3]1=O.C([O:16][CH2:17][CH:18]=[CH2:19])(=O)C.C(=O)([O-])[O-].[Cs+].[Cs+].[Cl-].[NH4+]. The catalyst is O1CCCC1.C1C=CC(/C=C/C(/C=C/C2C=CC=CC=2)=O)=CC=1.C1C=CC(/C=C/C(/C=C/C2C=CC=CC=2)=O)=CC=1.C1C=CC(/C=C/C(/C=C/C2C=CC=CC=2)=O)=CC=1.[Pd].[Pd].C(OCC)(=O)C. The product is [CH2:3]([C:2]1([CH3:1])[C:11]2[C:6](=[CH:7][CH:8]=[CH:9][CH:10]=2)[CH2:16][CH2:17][C:18]1=[O:19])[CH:4]=[CH2:5]. The yield is 0.900. (2) The reactants are C[O:2][C:3]([C:5]1[CH:6]=[C:7]([C:16]2[CH:21]=[CH:20][C:19]([CH3:22])=[CH:18][CH:17]=2)[CH:8]=[C:9]([C:11]2[S:12][CH:13]=[CH:14][N:15]=2)[CH:10]=1)=[O:4].O[Li].O. The catalyst is C1COCC1.O. The product is [CH3:22][C:19]1[CH:18]=[CH:17][C:16]([C:7]2[CH:8]=[C:9]([C:11]3[S:12][CH:13]=[CH:14][N:15]=3)[CH:10]=[C:5]([C:3]([OH:4])=[O:2])[CH:6]=2)=[CH:21][CH:20]=1. The yield is 0.750. (3) The reactants are [CH:1]1([N:5]2[CH2:10][CH2:9][N:8]([C:11]([CH:13]3[CH2:18][CH2:17][CH:16]([NH:19][C:20]4[CH:21]=[N:22][C:23]([OH:26])=[CH:24][CH:25]=4)[CH2:15][CH2:14]3)=[O:12])[CH2:7][CH2:6]2)[CH2:4][CH2:3][CH2:2]1.[CH:27](O)([CH3:29])[CH3:28]. The catalyst is C1COCC1. The product is [CH:1]1([N:5]2[CH2:6][CH2:7][N:8]([C:11]([CH:13]3[CH2:14][CH2:15][CH:16]([NH:19][C:20]4[CH:21]=[N:22][C:23]([O:26][CH:27]([CH3:29])[CH3:28])=[CH:24][CH:25]=4)[CH2:17][CH2:18]3)=[O:12])[CH2:9][CH2:10]2)[CH2:2][CH2:3][CH2:4]1. The yield is 0.280. (4) The reactants are [Cl-].[Al+3].[Cl-].[Cl-].[Cl:5][C:6]1[CH:7]=[C:8]([O:13]C)[CH:9]=[CH:10][C:11]=1[CH3:12].[Br:15][C:16]1[CH:17]=[C:18]([CH:22]=[CH:23][CH:24]=1)[C:19](Cl)=[O:20].Cl. The catalyst is ClC1C=CC=CC=1.C1(C)C=CC=CC=1.O1CCCC1. The product is [Br:15][C:16]1[CH:17]=[C:18]([C:19]([C:9]2[CH:10]=[C:11]([CH3:12])[C:6]([Cl:5])=[CH:7][C:8]=2[OH:13])=[O:20])[CH:22]=[CH:23][CH:24]=1. The yield is 0.851. (5) The reactants are Cl.Cl.[F:3][C:4]1[CH:9]=[CH:8][C:7]([C:10]2[NH:11][CH:12]=[C:13]([C:21]3[CH2:22][CH2:23][NH:24][CH2:25][CH:26]=3)[C:14]=2[C:15]2[CH:20]=[CH:19][N:18]=[CH:17][CH:16]=2)=[CH:6][CH:5]=1.C(=O)([O-])[O-].[Na+].[Na+]. The catalyst is C1(C)C(C)=CC=CC=1.CO.[Pd]. The product is [F:3][C:4]1[CH:5]=[CH:6][C:7]([C:10]2[NH:11][CH:12]=[C:13]([C:21]3[CH:22]=[CH:23][N:24]=[CH:25][CH:26]=3)[C:14]=2[C:15]2[CH:20]=[CH:19][N:18]=[CH:17][CH:16]=2)=[CH:8][CH:9]=1. The yield is 0.530. (6) The product is [F:1][C:2]1[CH:20]=[C:19]([F:21])[CH:18]=[CH:17][C:3]=1[C:4]([NH:6][C:7]1[CH:12]=[CH:11][C:10]([F:13])=[C:9]([NH2:14])[CH:8]=1)=[O:5]. The reactants are [F:1][C:2]1[CH:20]=[C:19]([F:21])[CH:18]=[CH:17][C:3]=1[C:4]([NH:6][C:7]1[CH:12]=[CH:11][C:10]([F:13])=[C:9]([N+:14]([O-])=O)[CH:8]=1)=[O:5].O.O.Cl[Sn]Cl.Cl. The catalyst is C(O)C. The yield is 0.890. (7) The yield is 0.800. The product is [CH3:29][O:28][N:27]([CH3:26])[C:14]([C:9]1[CH:10]=[CH:11][CH:12]=[CH:13][N:8]=1)=[O:16]. The reactants are CN1CCOCC1.[N:8]1[CH:13]=[CH:12][CH:11]=[CH:10][C:9]=1[C:14]([OH:16])=O.ClC(OCC(C)C)=O.Cl.[CH3:26][NH:27][O:28][CH3:29]. The catalyst is ClCCl. (8) The reactants are Cl.Cl.[NH:3]1[CH2:8][CH2:7][CH:6]([NH:9][C:10]2[CH:17]=[CH:16][C:13]([C:14]#[N:15])=[CH:12][N:11]=2)[CH2:5][CH2:4]1.C(O)(=O)C.C(N(C(C)C)C(C)C)C.[CH2:31]([O:33][C:34]1[CH:35]=[C:36]([CH:39]=[CH:40][C:41]=1[CH3:42])[CH:37]=O)[CH3:32].C([BH3-])#N.[Na+]. The catalyst is C(O)C. The product is [CH2:31]([O:33][C:34]1[CH:35]=[C:36]([CH:39]=[CH:40][C:41]=1[CH3:42])[CH2:37][N:3]1[CH2:4][CH2:5][CH:6]([NH:9][C:10]2[CH:17]=[CH:16][C:13]([C:14]#[N:15])=[CH:12][N:11]=2)[CH2:7][CH2:8]1)[CH3:32]. The yield is 0.390.